Dataset: Reaction yield outcomes from USPTO patents with 853,638 reactions. Task: Predict the reaction yield, written as a fraction of the theoretical maximum amount of product (1.0 means a 100% yield; for example, 0.34 means a 34% yield). (1) The reactants are [Cl:1][C:2]1[CH:7]=[C:6](Cl)[N:5]=[C:4]([CH3:9])[N:3]=1.[NH4+:10].[OH-]. No catalyst specified. The product is [NH2:10][C:6]1[CH:7]=[C:2]([Cl:1])[N:3]=[C:4]([CH3:9])[N:5]=1. The yield is 0.810. (2) The reactants are [O:1]1[CH:5]=[CH:4][CH:3]=[C:2]1[CH2:6][N:7]1[C:15]2[N:14]=[CH:13][N:12]([CH3:16])[C:11]=2[C:10](=[O:17])[NH:9][C:8]1=[O:18].[H-].[Na+].[C:21]([O:24][C@H:25]([CH3:31])[CH2:26][CH2:27][CH2:28][CH2:29]I)(=[O:23])[CH3:22]. The catalyst is CS(C)=O. The product is [C:21]([O:24][C@H:25]([CH3:31])[CH2:26][CH2:27][CH2:28][CH2:29][N:9]1[C:10](=[O:17])[C:11]2[N:12]([CH3:16])[CH:13]=[N:14][C:15]=2[N:7]([CH2:6][C:2]2[O:1][CH:5]=[CH:4][CH:3]=2)[C:8]1=[O:18])(=[O:23])[CH3:22]. The yield is 0.780. (3) The reactants are [F:1][C:2]1[CH:3]=[C:4]([C:35]2[C:36]([C:41]#[N:42])=[CH:37][CH:38]=[CH:39][CH:40]=2)[CH:5]=[CH:6][C:7]=1[CH2:8][C:9]1[C:10](=[O:34])[N:11]([CH:21]2[CH2:33][CH2:32][C:24]3([O:28][C@H:27]4[CH2:29][O:30][CH2:31][C@H:26]4[O:25]3)[CH2:23][CH2:22]2)[C:12]2[N:13]([N:18]=[CH:19][N:20]=2)[C:14]=1[CH2:15][CH2:16][CH3:17].C([BH3-])#N.[Na+].O1CCCC1. The catalyst is C(OCC)(=O)C. The product is [F:1][C:2]1[CH:3]=[C:4]([C:35]2[C:36]([C:41]#[N:42])=[CH:37][CH:38]=[CH:39][CH:40]=2)[CH:5]=[CH:6][C:7]=1[CH2:8][C:9]1[C:10](=[O:34])[N:11]([C@H:21]2[CH2:22][CH2:23][C@H:24]([O:25][C@H:26]3[C@@H:27]([OH:28])[CH2:29][O:30][CH2:31]3)[CH2:32][CH2:33]2)[C:12]2[N:13]([N:18]=[CH:19][N:20]=2)[C:14]=1[CH2:15][CH2:16][CH3:17]. The yield is 0.300. (4) The reactants are [H-].[Na+].[C:3]([O:7][C:8]([N:10]1[CH2:15][CH2:14][CH:13]([OH:16])[CH2:12][CH2:11]1)=[O:9])([CH3:6])([CH3:5])[CH3:4].Cl[C:18]1[CH:23]=[CH:22][C:21]([N+:24]([O-:26])=[O:25])=[CH:20][N:19]=1.C(=O)(O)[O-].[Na+]. The catalyst is C1COCC1.C(OCC)(=O)C. The product is [C:3]([O:7][C:8]([N:10]1[CH2:15][CH2:14][CH:13]([O:16][C:18]2[CH:23]=[CH:22][C:21]([N+:24]([O-:26])=[O:25])=[CH:20][N:19]=2)[CH2:12][CH2:11]1)=[O:9])([CH3:6])([CH3:4])[CH3:5]. The yield is 0.750. (5) The reactants are [C:1]([O:5][C:6](=[O:36])[NH:7][C:8]1([C:12]2[CH:17]=[CH:16][C:15]([C:18]3[C:27](=[O:28])[C:26]4[C:21](=[CH:22][CH:23]=[C:24](F)[CH:25]=4)[O:20][C:19]=3[C:30]3[CH:35]=[CH:34][CH:33]=[CH:32][CH:31]=3)=[CH:14][CH:13]=2)[CH2:11][CH2:10][CH2:9]1)([CH3:4])([CH3:3])[CH3:2].IC1C(=O)C2C(=CC(OC)=CC=2)[O:40][C:39]=1C1C=CC=CC=1. No catalyst specified. The product is [C:1]([O:5][C:6](=[O:36])[NH:7][C:8]1([C:12]2[CH:17]=[CH:16][C:15]([C:18]3[C:27](=[O:28])[C:26]4[C:21](=[CH:22][C:23]([O:40][CH3:39])=[CH:24][CH:25]=4)[O:20][C:19]=3[C:30]3[CH:35]=[CH:34][CH:33]=[CH:32][CH:31]=3)=[CH:14][CH:13]=2)[CH2:11][CH2:10][CH2:9]1)([CH3:4])([CH3:3])[CH3:2]. The yield is 1.00.